From a dataset of Full USPTO retrosynthesis dataset with 1.9M reactions from patents (1976-2016). Predict the reactants needed to synthesize the given product. (1) Given the product [C:1]([O:5][C:6](=[O:21])[NH:7][CH:8]([CH:15]1[CH2:16][CH2:17][CH2:18][CH2:19][CH2:20]1)[CH:9]=[O:14])([CH3:4])([CH3:2])[CH3:3], predict the reactants needed to synthesize it. The reactants are: [C:1]([O:5][C:6](=[O:21])[NH:7][CH:8]([CH:15]1[CH2:20][CH2:19][CH2:18][CH2:17][CH2:16]1)[C:9](=[O:14])N(OC)C)([CH3:4])([CH3:3])[CH3:2].[H-].[H-].[H-].[H-].[Li+].[Al+3]. (2) Given the product [CH3:13][N:14]([C:22]1[CH:23]=[C:24]([CH3:28])[CH:25]=[CH:26][CH:27]=1)[C:15]1[CH:16]=[CH:17][C:18]([O:21][C:2]2[N:3]=[C:4]([OH:12])[C:5]3[CH:11]=[CH:10][N:9]=[CH:8][C:6]=3[N:7]=2)=[CH:19][CH:20]=1, predict the reactants needed to synthesize it. The reactants are: Cl[C:2]1[N:3]=[C:4]([OH:12])[C:5]2[CH:11]=[CH:10][N:9]=[CH:8][C:6]=2[N:7]=1.[CH3:13][N:14]([C:22]1[CH:23]=[C:24]([CH3:28])[CH:25]=[CH:26][CH:27]=1)[C:15]1[CH:20]=[CH:19][C:18]([OH:21])=[CH:17][CH:16]=1. (3) Given the product [NH2:1][C:2]1[N:3]=[CH:4][C:5]([Br:8])=[CH:6][C:7]=1[C:11]#[N:13], predict the reactants needed to synthesize it. The reactants are: [NH2:1][C:2]1[CH:7]=[CH:6][C:5]([Br:8])=[CH:4][N:3]=1.C1C(=O)[N:13](Cl)[C:11](=O)C1.[OH-].[Na+]. (4) The reactants are: [Br:1][C:2]1[C:3]([CH3:9])=[CH:4][C:5]([NH2:8])=[N:6][CH:7]=1.Cl[CH2:11][CH:12]=O.O. Given the product [Br:1][C:2]1[C:3]([CH3:9])=[CH:4][C:5]2[N:6]([CH:11]=[CH:12][N:8]=2)[CH:7]=1, predict the reactants needed to synthesize it. (5) The reactants are: [CH3:1][C:2]1[CH:3]=[CH:4][C:5]([NH:21][C:22]([C:24]2[CH:25]=[CH:26][C:27]([CH2:30][N:31]3[CH2:36][CH2:35][N:34]([CH3:37])[CH2:33][CH2:32]3)=[CH:28][CH:29]=2)=[O:23])=[CH:6][C:7]=1[NH:8][C:9]1[N:10]=[CH:11][CH:12]=[C:13]([C:15]2[CH:16]=[CH:17][CH:18]=[N:19][CH:20]=2)[N:14]=1.[C:38](=[O:46])([O:42][CH:43]([CH3:45])[CH3:44])[O:39][CH2:40][I:41]. Given the product [I-:41].[CH:43]([O:42][C:38]([O:39][CH2:40][N+:34]1([CH3:37])[CH2:33][CH2:32][N:31]([CH2:30][C:27]2[CH:26]=[CH:25][C:24]([C:22](=[O:23])[NH:21][C:5]3[CH:4]=[CH:3][C:2]([CH3:1])=[C:7]([NH:8][C:9]4[N:14]=[C:13]([C:15]5[CH:20]=[N:19][CH:18]=[CH:17][CH:16]=5)[CH:12]=[CH:11][N:10]=4)[CH:6]=3)=[CH:29][CH:28]=2)[CH2:36][CH2:35]1)=[O:46])([CH3:45])[CH3:44], predict the reactants needed to synthesize it. (6) Given the product [C:28]1([CH:34]2[CH2:37][CH2:36][N:35]2[C:23]([C:22]2[CH:21]=[CH:20][C:19]([S:16]([N:9]3[C:10]4[C:15](=[CH:14][CH:13]=[CH:12][CH:11]=4)[C:7]([C:1]4[CH:6]=[CH:5][CH:4]=[CH:3][CH:2]=4)=[CH:8]3)(=[O:18])=[O:17])=[CH:27][CH:26]=2)=[O:24])[CH:33]=[CH:32][CH:31]=[CH:30][CH:29]=1, predict the reactants needed to synthesize it. The reactants are: [C:1]1([C:7]2[C:15]3[C:10](=[CH:11][CH:12]=[CH:13][CH:14]=3)[N:9]([S:16]([C:19]3[CH:27]=[CH:26][C:22]([C:23](O)=[O:24])=[CH:21][CH:20]=3)(=[O:18])=[O:17])[CH:8]=2)[CH:6]=[CH:5][CH:4]=[CH:3][CH:2]=1.[C:28]1([CH:34]2[CH2:37][CH2:36][NH:35]2)[CH:33]=[CH:32][CH:31]=[CH:30][CH:29]=1.C(N(CC)CC)C.N1(O[P+](N(C)C)(N(C)C)N(C)C)C2C=CC=CC=2N=N1.